This data is from Forward reaction prediction with 1.9M reactions from USPTO patents (1976-2016). The task is: Predict the product of the given reaction. (1) Given the reactants [F:1][C:2]1[CH:10]=[CH:9][C:5]([C:6]([Cl:8])=[O:7])=[CH:4][CH:3]=1.[CH3:11][N:12]([CH3:26])[CH:13]1[CH2:18][CH2:17][C:16]([C:19]2[N:24]=[C:23]([NH2:25])[CH:22]=[CH:21][CH:20]=2)=[CH:15][CH2:14]1.C(N(CC)CC)C.O1CCOCC1, predict the reaction product. The product is: [ClH:8].[CH3:11][N:12]([CH3:26])[CH:13]1[CH2:18][CH2:17][C:16]([C:19]2[N:24]=[C:23]([NH:25][C:6](=[O:7])[C:5]3[CH:9]=[CH:10][C:2]([F:1])=[CH:3][CH:4]=3)[CH:22]=[CH:21][CH:20]=2)=[CH:15][CH2:14]1. (2) Given the reactants [CH2:1]([N:8]([CH2:25][C:26]1[CH:31]=[CH:30][CH:29]=[CH:28][CH:27]=1)[C@@H:9]([CH2:18][C:19]1[CH:24]=[CH:23][CH:22]=[CH:21][CH:20]=1)[C@@H:10]([C:12]1[CH:17]=[CH:16][CH:15]=[CH:14][N:13]=1)[OH:11])[C:2]1[CH:7]=[CH:6][CH:5]=[CH:4][CH:3]=1.C(O)(=O)C.[H][H], predict the reaction product. The product is: [CH2:25]([N:8]([CH2:1][C:2]1[CH:3]=[CH:4][CH:5]=[CH:6][CH:7]=1)[CH:9]([CH2:18][C:19]1[CH:20]=[CH:21][CH:22]=[CH:23][CH:24]=1)[C@@H:10]([C@@H:12]1[CH2:17][CH2:16][CH2:15][CH2:14][NH:13]1)[OH:11])[C:26]1[CH:27]=[CH:28][CH:29]=[CH:30][CH:31]=1. (3) Given the reactants [CH2:1]([O:8][C:9]1[CH:38]=[CH:37][C:12]([O:13][C:14]2[CH:22]=[CH:21][C:17]([C:18](Cl)=[O:19])=[CH:16][C:15]=2[NH:23][C:24]2[C:25]3[CH:33]=[CH:32][C:31]([CH:34]([CH3:36])[CH3:35])=[N:30][C:26]=3[N:27]=[CH:28][N:29]=2)=[CH:11][CH:10]=1)[C:2]1[CH:7]=[CH:6][CH:5]=[CH:4][CH:3]=1.[NH2:39][C:40]1[CH:48]=[CH:47][CH:46]=[CH:45][C:41]=1[C:42]([NH2:44])=[O:43], predict the reaction product. The product is: [CH2:1]([O:8][C:9]1[CH:38]=[CH:37][C:12]([O:13][C:14]2[CH:22]=[CH:21][C:17]([C:18]([NH:39][C:40]3[CH:48]=[CH:47][CH:46]=[CH:45][C:41]=3[C:42](=[O:43])[NH2:44])=[O:19])=[CH:16][C:15]=2[NH:23][C:24]2[C:25]3[CH:33]=[CH:32][C:31]([CH:34]([CH3:36])[CH3:35])=[N:30][C:26]=3[N:27]=[CH:28][N:29]=2)=[CH:11][CH:10]=1)[C:2]1[CH:7]=[CH:6][CH:5]=[CH:4][CH:3]=1. (4) Given the reactants [Br:1][C:2]1[CH:8]=[CH:7][C:5]([NH2:6])=[C:4]([O:9][C:10]([F:13])([F:12])[F:11])[CH:3]=1.[F:14][C:15]1[CH:28]=[CH:27][C:18]2[S:19][C:20]([S:23](Cl)(=[O:25])=[O:24])=[C:21]([CH3:22])[C:17]=2[CH:16]=1, predict the reaction product. The product is: [Br:1][C:2]1[CH:8]=[CH:7][C:5]([NH:6][S:23]([C:20]2[S:19][C:18]3[CH:27]=[CH:28][C:15]([F:14])=[CH:16][C:17]=3[C:21]=2[CH3:22])(=[O:25])=[O:24])=[C:4]([O:9][C:10]([F:11])([F:12])[F:13])[CH:3]=1.